This data is from Forward reaction prediction with 1.9M reactions from USPTO patents (1976-2016). The task is: Predict the product of the given reaction. (1) Given the reactants Cl[C:2]1[CH:7]=[N:6][CH:5]=[C:4]([Cl:8])[N:3]=1.[OH:9][C:10]1[CH:11]=[C:12]2[C:16](=[CH:17][CH:18]=1)[C:15](=[O:19])[CH2:14][CH2:13]2, predict the reaction product. The product is: [Cl:8][C:4]1[CH:5]=[N:6][CH:7]=[C:2]([O:9][C:10]2[CH:11]=[C:12]3[C:16](=[CH:17][CH:18]=2)[C:15](=[O:19])[CH2:14][CH2:13]3)[N:3]=1. (2) Given the reactants [C:1]([N:5]([C:18](=[O:36])[C:19]1[CH:24]=[CH:23][C:22]([CH:25]=O)=[C:21]([B:27]2[O:31]C(C)(C)C(C)(C)[O:28]2)[CH:20]=1)[NH:6][C:7](=[O:17])[C:8]1[CH:13]=[CH:12][CH:11]=[C:10]([O:14][CH3:15])[C:9]=1[CH3:16])([CH3:4])([CH3:3])[CH3:2].Cl.[NH2:38]O.[OH-].[Na+], predict the reaction product. The product is: [C:1]([N:5]([C:18]([C:19]1[CH:24]=[CH:23][C:22]2[CH:25]=[N:38][O:28][B:27]([OH:31])[C:21]=2[CH:20]=1)=[O:36])[NH:6][C:7](=[O:17])[C:8]1[CH:13]=[CH:12][CH:11]=[C:10]([O:14][CH3:15])[C:9]=1[CH3:16])([CH3:4])([CH3:3])[CH3:2]. (3) Given the reactants [F:1][C:2]1[CH:7]=[CH:6][C:5]([C:8]([NH:10][C:11]2([C:18]([O:20][CH3:21])=[O:19])[CH2:17][CH2:16][CH2:15][CH2:14][CH2:13][CH2:12]2)=[O:9])=[C:4]([N+:22]([O-])=O)[CH:3]=1, predict the reaction product. The product is: [NH2:22][C:4]1[CH:3]=[C:2]([F:1])[CH:7]=[CH:6][C:5]=1[C:8]([NH:10][C:11]1([C:18]([O:20][CH3:21])=[O:19])[CH2:17][CH2:16][CH2:15][CH2:14][CH2:13][CH2:12]1)=[O:9]. (4) Given the reactants [NH2:1][CH:2]1[CH2:6][N:5]([C:7]2[CH:8]=[N:9][N:10]3[CH2:15][C@H:14]([CH3:16])[N:13]([C:17]([O:19][C:20]([CH3:23])([CH3:22])[CH3:21])=[O:18])[CH2:12][C:11]=23)[C:4](=[O:24])[CH2:3]1.[CH:25](=O)[C:26]1[CH:31]=[CH:30][CH:29]=[CH:28][CH:27]=1.[BH4-].[Na+], predict the reaction product. The product is: [CH2:25]([NH:1][CH:2]1[CH2:6][N:5]([C:7]2[CH:8]=[N:9][N:10]3[CH2:15][C@H:14]([CH3:16])[N:13]([C:17]([O:19][C:20]([CH3:23])([CH3:22])[CH3:21])=[O:18])[CH2:12][C:11]=23)[C:4](=[O:24])[CH2:3]1)[C:26]1[CH:31]=[CH:30][CH:29]=[CH:28][CH:27]=1. (5) Given the reactants [CH3:1][N:2]1[C:10]2[C:5](=[CH:6][C:7]([NH:11][NH:12][C:13]([NH2:15])=[O:14])=[CH:8][CH:9]=2)[CH:4]=[CH:3]1.[CH2:16]([O:23][C:24]1[CH:31]=[C:30]([O:32][CH2:33][C:34]2[CH:39]=[CH:38][CH:37]=[CH:36][CH:35]=2)[C:29]([Br:40])=[CH:28][C:25]=1[CH:26]=O)[C:17]1[CH:22]=[CH:21][CH:20]=[CH:19][CH:18]=1, predict the reaction product. The product is: [CH3:1][N:2]1[C:10]2[C:5](=[CH:6][C:7]([NH:11][NH:12][C:13]([N:15]=[CH:26][C:25]3[CH:28]=[C:29]([Br:40])[C:30]([O:32][CH2:33][C:34]4[CH:39]=[CH:38][CH:37]=[CH:36][CH:35]=4)=[CH:31][C:24]=3[O:23][CH2:16][C:17]3[CH:22]=[CH:21][CH:20]=[CH:19][CH:18]=3)=[O:14])=[CH:8][CH:9]=2)[CH:4]=[CH:3]1. (6) Given the reactants C1C=C2C(C(O)(O)C(=O)C2=CC=1)=[O:8].II.N.NCC([NH:21][C@H:22]([C:28]([NH:30][CH2:31][C:32]([OH:34])=[O:33])=[O:29])[CH2:23][CH2:24][CH2:25][CH2:26][NH2:27])=O, predict the reaction product. The product is: [NH2:30][CH2:31][C:32]([OH:34])=[O:33].[NH2:21][C@H:22]([C:28]([OH:29])=[O:8])[CH2:23][CH2:24][CH2:25][CH2:26][NH2:27].[NH2:30][CH2:31][C:32]([OH:34])=[O:33]. (7) Given the reactants [CH3:1][C@@H:2]([NH:13][CH2:14][CH2:15][CH2:16][C:17]1[CH:18]=[CH:19][CH:20]=[C:21]([C:23]([F:26])([F:25])[F:24])[CH:22]=1)[C:3]1[CH:4]=[CH:5][CH:6]=[C:7]2[CH:12]=[CH:11][CH:10]=[CH:9][C:8]=12.Cl.O.C(=O)([O-])[O-].[Na+].[Na+], predict the reaction product. The product is: [CH3:1][C@@H:2]([NH:13][CH2:14][CH2:15][CH2:16][C:17]1[CH:18]=[CH:19][CH:20]=[C:21]([C:23]([F:24])([F:25])[F:26])[CH:22]=1)[C:3]1[CH:4]=[CH:5][CH:6]=[C:7]2[CH:12]=[CH:11][CH:10]=[CH:9][C:8]=12. (8) The product is: [CH3:1][N:2]1[CH2:6][CH2:5][CH2:4][CH:3]1[CH2:7][O:8][C:9]1[CH:10]=[C:11]2[C:16](=[CH:17][CH:18]=1)[CH:15]=[C:14]([C:19]1[C:27]3[C:22](=[CH:23][CH:24]=[C:25]([C:28]([NH2:29])=[O:36])[CH:26]=3)[NH:21][N:20]=1)[CH:13]=[CH:12]2. Given the reactants [CH3:1][N:2]1[CH2:6][CH2:5][CH2:4][CH:3]1[CH2:7][O:8][C:9]1[CH:10]=[C:11]2[C:16](=[CH:17][CH:18]=1)[CH:15]=[C:14]([C:19]1[C:27]3[C:22](=[CH:23][CH:24]=[C:25]([C:28]#[N:29])[CH:26]=3)[N:21](C3CCCCO3)[N:20]=1)[CH:13]=[CH:12]2.[OH-:36].[K+], predict the reaction product. (9) Given the reactants [CH2:1](Br)[CH:2]=[CH2:3].[Br:5][C:6]1[CH:15]=[C:14]2[C:9]([CH:10]=[CH:11][C:12]([OH:16])=[CH:13]2)=[CH:8][CH:7]=1.C(=O)([O-])[O-].[K+].[K+], predict the reaction product. The product is: [CH2:3]([O:16][C:12]1[CH:11]=[CH:10][C:9]2[C:14](=[CH:15][C:6]([Br:5])=[CH:7][CH:8]=2)[CH:13]=1)[CH:2]=[CH2:1].